From a dataset of Reaction yield outcomes from USPTO patents with 853,638 reactions. Predict the reaction yield, written as a fraction of the theoretical maximum amount of product (1.0 means a 100% yield; for example, 0.34 means a 34% yield). (1) The reactants are [C:1]1([C:17]2[CH:22]=[CH:21][CH:20]=[CH:19][CH:18]=2)[CH:6]=[CH:5][C:4]([CH:7]([NH:15][CH3:16])[CH2:8][N:9]2[CH2:14][CH2:13][O:12][CH2:11][CH2:10]2)=[CH:3][CH:2]=1.[CH3:23][C:24]1[CH:25]=[C:26]2[C:31](=[CH:32][C:33]=1C)[N:30]([CH2:35][C:36]([OH:38])=O)[C:29](=[O:39])[CH:28]=[CH:27]2.[CH:40](N(C(C)C)CC)(C)C. The catalyst is CN(C)C=O. The product is [C:1]1([C:17]2[CH:22]=[CH:21][CH:20]=[CH:19][CH:18]=2)[CH:2]=[CH:3][C:4]([CH:7]([N:15]([CH3:16])[C:36](=[O:38])[CH2:35][N:30]2[C:31]3[C:26](=[C:25]([CH3:40])[C:24]([CH3:23])=[CH:33][CH:32]=3)[CH:27]=[CH:28][C:29]2=[O:39])[CH2:8][N:9]2[CH2:10][CH2:11][O:12][CH2:13][CH2:14]2)=[CH:5][CH:6]=1. The yield is 0.170. (2) The reactants are [ClH:1].C([N:9]1[CH2:17][C:16]2[C:11](=[CH:12][CH:13]=[C:14]([C:18]([O:20][CH3:21])=[O:19])[CH:15]=2)[CH2:10]1)C1C=CC=CC=1.[H][H]. The catalyst is CO.[Pd]. The product is [ClH:1].[CH2:10]1[C:11]2[C:16](=[CH:15][C:14]([C:18]([O:20][CH3:21])=[O:19])=[CH:13][CH:12]=2)[CH2:17][NH:9]1. The yield is 0.840. (3) The reactants are Cl.[CH3:2][O:3][C:4]([CH:6]1[CH2:9][NH:8][CH2:7]1)=[O:5].Cl[C:11]1[N:16]=[CH:15][CH:14]=[CH:13][N:12]=1. The catalyst is CO. The product is [CH3:2][O:3][C:4]([CH:6]1[CH2:9][N:8]([C:11]2[N:16]=[CH:15][CH:14]=[CH:13][N:12]=2)[CH2:7]1)=[O:5]. The yield is 0.720.